Dataset: Full USPTO retrosynthesis dataset with 1.9M reactions from patents (1976-2016). Task: Predict the reactants needed to synthesize the given product. (1) Given the product [Br:19][C:6]1[NH:5][CH:4]=[C:3]([C:7]([O:9][CH2:10][CH3:11])=[O:8])[C:2]=1[CH3:1], predict the reactants needed to synthesize it. The reactants are: [CH3:1][C:2]1[C:3]([C:7]([O:9][CH2:10][CH3:11])=[O:8])=[CH:4][NH:5][CH:6]=1.C1C(=O)N([Br:19])C(=O)C1. (2) Given the product [C:1]([O:5][C:6]([N:8]1[CH2:15][CH:14]2[O:16][CH:10]([CH2:11][N:12]([C:17]3[CH:18]=[N:19][C:20]([Cl:24])=[C:21]([CH:25]4[CH2:27][CH2:26]4)[CH:22]=3)[CH2:13]2)[CH2:9]1)=[O:7])([CH3:4])([CH3:3])[CH3:2], predict the reactants needed to synthesize it. The reactants are: [C:1]([O:5][C:6]([N:8]1[CH2:15][CH:14]2[O:16][CH:10]([CH2:11][N:12]([C:17]3[CH:18]=[N:19][C:20]([Cl:24])=[C:21](Br)[CH:22]=3)[CH2:13]2)[CH2:9]1)=[O:7])([CH3:4])([CH3:3])[CH3:2].[CH:25]1(B(O)O)[CH2:27][CH2:26]1.C1(P(C2CCCCC2)C2CCCCC2)CCCCC1.P([O-])([O-])([O-])=O.[K+].[K+].[K+]. (3) The reactants are: C1COCC1.Br[CH:7]1[CH2:9][CH2:8]1.[F:10][C:11]1[CH:18]=[CH:17][CH:16]=[CH:15][C:12]=1[C:13]#[N:14].[BH4-].[Na+]. Given the product [CH:7]1([CH:13]([C:12]2[CH:15]=[CH:16][CH:17]=[CH:18][C:11]=2[F:10])[NH2:14])[CH2:9][CH2:8]1, predict the reactants needed to synthesize it. (4) Given the product [CH3:3][CH:4]([O:7][CH2:9][C:10]([O:12][CH3:13])=[O:11])[C:5]#[CH:6], predict the reactants needed to synthesize it. The reactants are: [H-].[Na+].[CH3:3][CH:4]([OH:7])[C:5]#[CH:6].Br[CH2:9][C:10]([O:12][CH3:13])=[O:11]. (5) Given the product [C:1]([O:5][C:6]([C:8]1[O:9][C:10]2[CH:17]=[CH:16][C:15]([I:18])=[C:14]([O:19][CH3:22])[C:11]=2[C:12]=1[CH3:13])=[O:7])([CH3:4])([CH3:2])[CH3:3], predict the reactants needed to synthesize it. The reactants are: [C:1]([O:5][C:6]([C:8]1[O:9][C:10]2[CH:17]=[CH:16][C:15]([I:18])=[C:14]([OH:19])[C:11]=2[C:12]=1[CH3:13])=[O:7])([CH3:4])([CH3:3])[CH3:2].IC.[C:22]([O-])([O-])=O.[K+].[K+]. (6) Given the product [CH:1]([N:4]1[CH2:9][CH2:8][CH:7]([O:10][C:11]2[CH:19]=[CH:18][C:17]3[N:16]4[C@H:20]([CH3:25])[CH2:21][N:22]([CH2:30][C:31]5[CH:36]=[CH:35][N:34]=[CH:33][CH:32]=5)[C:23](=[O:24])[C:15]4=[CH:14][C:13]=3[CH:12]=2)[CH2:6][CH2:5]1)([CH3:3])[CH3:2], predict the reactants needed to synthesize it. The reactants are: [CH:1]([N:4]1[CH2:9][CH2:8][CH:7]([O:10][C:11]2[CH:19]=[CH:18][C:17]3[N:16]4[C@H:20]([CH3:25])[CH2:21][NH:22][C:23](=[O:24])[C:15]4=[CH:14][C:13]=3[CH:12]=2)[CH2:6][CH2:5]1)([CH3:3])[CH3:2].[H-].[Na+].Cl.Cl[CH2:30][C:31]1[CH:36]=[CH:35][N:34]=[CH:33][CH:32]=1.